The task is: Regression. Given a peptide amino acid sequence and an MHC pseudo amino acid sequence, predict their binding affinity value. This is MHC class I binding data.. This data is from Peptide-MHC class I binding affinity with 185,985 pairs from IEDB/IMGT. (1) The peptide sequence is EVATRFNTM. The MHC is HLA-A11:01 with pseudo-sequence HLA-A11:01. The binding affinity (normalized) is 0.0847. (2) The peptide sequence is GAVDLSHFL. The MHC is HLA-A24:02 with pseudo-sequence HLA-A24:02. The binding affinity (normalized) is 0. (3) The peptide sequence is GIADFIIFK. The MHC is HLA-A02:11 with pseudo-sequence HLA-A02:11. The binding affinity (normalized) is 0.0847. (4) The peptide sequence is MLHHYGIHY. The MHC is HLA-A68:02 with pseudo-sequence HLA-A68:02. The binding affinity (normalized) is 0.0847. (5) The MHC is HLA-B45:01 with pseudo-sequence HLA-B45:01. The binding affinity (normalized) is 0. The peptide sequence is KEPVESCPLM. (6) The peptide sequence is IIALLIIPPK. The MHC is HLA-A03:01 with pseudo-sequence HLA-A03:01. The binding affinity (normalized) is 0.686. (7) The peptide sequence is LRIPTHRHI. The MHC is HLA-A30:02 with pseudo-sequence HLA-A30:02. The binding affinity (normalized) is 0. (8) The peptide sequence is KTDAGASTY. The MHC is HLA-A69:01 with pseudo-sequence HLA-A69:01. The binding affinity (normalized) is 0.0847.